This data is from Full USPTO retrosynthesis dataset with 1.9M reactions from patents (1976-2016). The task is: Predict the reactants needed to synthesize the given product. (1) Given the product [C:1]1([S:7]([N:11]2[CH2:15][CH2:14][CH2:13][CH2:12]2)(=[O:9])=[O:8])[CH:6]=[CH:5][CH:4]=[CH:3][CH:2]=1, predict the reactants needed to synthesize it. The reactants are: [C:1]1([S:7](Cl)(=[O:9])=[O:8])[CH:6]=[CH:5][CH:4]=[CH:3][CH:2]=1.[NH:11]1[CH2:15][CH2:14][CH2:13][CH2:12]1. (2) The reactants are: [Cl:1][C:2]1[CH:10]=[C:6]([C:7]([OH:9])=O)[C:5]([OH:11])=[CH:4][CH:3]=1.[F:12][C:13]1[CH:19]=[CH:18][C:16]([NH2:17])=[CH:15][C:14]=1[C:20]([F:23])([F:22])[F:21]. Given the product [Cl:1][C:2]1[CH:3]=[CH:4][C:5]([OH:11])=[C:6]([CH:10]=1)[C:7]([NH:17][C:16]1[CH:18]=[CH:19][C:13]([F:12])=[C:14]([C:20]([F:23])([F:21])[F:22])[CH:15]=1)=[O:9], predict the reactants needed to synthesize it. (3) Given the product [Br:32][C:33]([F:37])([F:36])[CH2:34][NH:35][CH2:14][C@H:11]1[CH2:10][CH2:9][C@H:8]([N:5]2[C:4]3[C:16]4[CH:22]=[CH:21][N:20]([CH2:23][O:24][CH2:25][CH2:26][Si:27]([CH3:28])([CH3:29])[CH3:30])[C:17]=4[N:18]=[CH:19][C:3]=3[C:2](=[O:1])[NH:7][CH2:6]2)[CH2:13][CH2:12]1, predict the reactants needed to synthesize it. The reactants are: [O:1]=[C:2]1[N:7]=[CH:6][N:5]([C@H:8]2[CH2:13][CH2:12][C@H:11]([CH:14]=O)[CH2:10][CH2:9]2)[C:4]2[C:16]3[CH:22]=[CH:21][N:20]([CH2:23][O:24][CH2:25][CH2:26][Si:27]([CH3:30])([CH3:29])[CH3:28])[C:17]=3[N:18]=[CH:19][C:3]1=2.Cl.[Br:32][C:33]([F:37])([F:36])[CH2:34][NH2:35].C(O[BH-](OC(=O)C)OC(=O)C)(=O)C.[Na+].[Cl-].[NH4+]. (4) Given the product [CH2:15]([O:12][C:11]1[C:2]([F:1])=[C:3]([C:8]([CH3:13])=[CH:9][CH:10]=1)[C:4]([O:6][CH3:7])=[O:5])[C:16]1[CH:21]=[CH:20][CH:19]=[CH:18][CH:17]=1, predict the reactants needed to synthesize it. The reactants are: [F:1][C:2]1[C:11]([OH:12])=[CH:10][CH:9]=[C:8]([CH3:13])[C:3]=1[C:4]([O:6][CH3:7])=[O:5].Br[CH2:15][C:16]1[CH:21]=[CH:20][CH:19]=[CH:18][CH:17]=1.C(=O)([O-])[O-].[K+].[K+]. (5) Given the product [CH3:1][O:2][C:3]1[CH:24]=[CH:23][CH:22]=[CH:21][C:4]=1[CH2:5][N:6]1[C:14](=[O:15])[C:13]2[C:8](=[CH:9][CH:10]=[CH:11][CH:12]=2)[CH:7]1[C:16]([OH:18])=[O:17], predict the reactants needed to synthesize it. The reactants are: [CH3:1][O:2][C:3]1[CH:24]=[CH:23][CH:22]=[CH:21][C:4]=1[CH2:5][N:6]1[C:14](=[O:15])[C:13]2[C:8](=[CH:9][CH:10]=[CH:11][CH:12]=2)[CH:7]1[C:16]([O:18]CC)=[O:17].Cl. (6) Given the product [CH2:39]([O:46][C:47]1[CH:48]=[C:49]2[C:53](=[CH:54][CH:55]=1)[N:52]([CH3:56])[C:51]([CH:57]=[CH:2][C:3]1[CH:4]=[CH:5][CH:6]=[CH:7][CH:8]=1)=[CH:50]2)[C:40]1[CH:41]=[CH:42][CH:43]=[CH:44][CH:45]=1, predict the reactants needed to synthesize it. The reactants are: [Br-].[CH2:2]([P+](C1C=CC=CC=1)(C1C=CC=CC=1)C1C=CC=CC=1)[C:3]1[CH:8]=[CH:7][CH:6]=[CH:5][CH:4]=1.C1CCN2C(=NCCC2)CC1.[CH2:39]([O:46][C:47]1[CH:48]=[C:49]2[C:53](=[CH:54][CH:55]=1)[N:52]([CH3:56])[C:51]([CH:57]=O)=[CH:50]2)[C:40]1[CH:45]=[CH:44][CH:43]=[CH:42][CH:41]=1. (7) Given the product [Cl:1][C:2]1[CH:3]=[C:4]([CH:5]=[C:6]([Cl:8])[CH:7]=1)[O:9][Si:26]([CH:33]([CH3:35])[CH3:34])([CH:30]([CH3:32])[CH3:31])[CH:27]([CH3:29])[CH3:28], predict the reactants needed to synthesize it. The reactants are: [Cl:1][C:2]1[CH:3]=[C:4]([OH:9])[CH:5]=[C:6]([Cl:8])[CH:7]=1.N1C(C)=CC=CC=1C.O([Si:26]([CH:33]([CH3:35])[CH3:34])([CH:30]([CH3:32])[CH3:31])[CH:27]([CH3:29])[CH3:28])S(C(F)(F)F)(=O)=O. (8) The reactants are: [CH:1]1[CH:6]=[CH:5][C:4]([C@H](N)CO)=[CH:3][CH:2]=1.[C:11]1([C:17](Cl)([C:24]2[CH:29]=[CH:28][CH:27]=[CH:26][CH:25]=2)[C:18]2[CH:23]=[CH:22][CH:21]=[CH:20][CH:19]=2)[CH:16]=[CH:15][CH:14]=[CH:13][CH:12]=1.C([N:33]([CH2:36][CH3:37])CC)C.C(OCC)(=[O:40])C. Given the product [C:1]1([C@H:37]([OH:40])[CH2:36][NH:33][C:17]([C:24]2[CH:29]=[CH:28][CH:27]=[CH:26][CH:25]=2)([C:18]2[CH:23]=[CH:22][CH:21]=[CH:20][CH:19]=2)[C:11]2[CH:16]=[CH:15][CH:14]=[CH:13][CH:12]=2)[CH:6]=[CH:5][CH:4]=[CH:3][CH:2]=1, predict the reactants needed to synthesize it. (9) Given the product [N:1]1([CH2:6][CH2:7][N:8]2[C:16]([C:17]3[O:21][N:20]=[C:19]([CH2:22][NH2:23])[N:18]=3)=[C:15]3[C:10]([CH:11]=[CH:12][C:13]([F:31])=[CH:14]3)=[N:9]2)[CH:5]=[CH:4][N:3]=[CH:2]1, predict the reactants needed to synthesize it. The reactants are: [N:1]1([CH2:6][CH2:7][N:8]2[C:16]([C:17]3[O:21][N:20]=[C:19]([CH2:22][NH:23]C(=O)OC(C)(C)C)[N:18]=3)=[C:15]3[C:10]([CH:11]=[CH:12][C:13]([F:31])=[CH:14]3)=[N:9]2)[CH:5]=[CH:4][N:3]=[CH:2]1.FC(F)(F)C(O)=O.C([SiH](C(C)C)C(C)C)(C)C.O.